This data is from Forward reaction prediction with 1.9M reactions from USPTO patents (1976-2016). The task is: Predict the product of the given reaction. (1) Given the reactants [N+:1]([C:4]1[CH:14]=[CH:13][CH:12]=[CH:11][C:5]=1[CH:6]=[CH:7][C:8]([OH:10])=[O:9])([O-:3])=[O:2].[CH3:15]O, predict the reaction product. The product is: [N+:1]([C:4]1[CH:14]=[CH:13][CH:12]=[CH:11][C:5]=1[CH:6]=[CH:7][C:8]([O:10][CH3:15])=[O:9])([O-:3])=[O:2]. (2) Given the reactants C([N:8](CC1C=CC=CC=1)[C:9]1[CH:14]=[CH:13][C:12]([F:15])=[C:11]([C:16]2[C:20]([C:21]3[CH:26]=[CH:25][N:24]=[CH:23][CH:22]=3)=[CH:19][N:18]([CH2:27][CH3:28])[N:17]=2)[C:10]=1[F:29])C1C=CC=CC=1, predict the reaction product. The product is: [CH2:27]([N:18]1[CH:19]=[C:20]([C:21]2[CH:26]=[CH:25][N:24]=[CH:23][CH:22]=2)[C:16]([C:11]2[C:10]([F:29])=[C:9]([NH2:8])[CH:14]=[CH:13][C:12]=2[F:15])=[N:17]1)[CH3:28]. (3) Given the reactants [CH3:1][O:2][C:3](=[O:14])[C:4]1[CH:9]=[C:8]([Cl:10])[C:7]([O:11][CH3:12])=[CH:6][C:5]=1[OH:13].C([O-])([O-])=O.[K+].[K+].BrC[C:23]1[CH:28]=[CH:27][CH:26]=[CH:25][CH:24]=1, predict the reaction product. The product is: [CH3:1][O:2][C:3](=[O:14])[C:4]1[CH:9]=[C:8]([Cl:10])[C:7]([O:11][CH2:12][C:23]2[CH:28]=[CH:27][CH:26]=[CH:25][CH:24]=2)=[CH:6][C:5]=1[OH:13]. (4) Given the reactants C[O:2][C:3](=[O:23])[C:4]1[CH:9]=[CH:8][C:7]([CH:10]([S:15][C:16]2[CH:21]=[CH:20][C:19]([Br:22])=[CH:18][CH:17]=2)[CH2:11][CH:12]([CH3:14])[CH3:13])=[CH:6][CH:5]=1.[OH-].[Na+], predict the reaction product. The product is: [Br:22][C:19]1[CH:18]=[CH:17][C:16]([S:15][CH:10]([C:7]2[CH:6]=[CH:5][C:4]([C:3]([OH:23])=[O:2])=[CH:9][CH:8]=2)[CH2:11][CH:12]([CH3:14])[CH3:13])=[CH:21][CH:20]=1. (5) Given the reactants [NH2:1][C:2]1[CH:3]=[CH:4][C:5]([F:36])=[C:6]([C@:8]2([CH3:35])[C@H:14]3[C@:12]([C:15]([O:17][CH3:18])=[O:16])([CH2:13]3)[S:11][C:10]([N:19]([C:28]([O:30][C:31]([CH3:34])([CH3:33])[CH3:32])=[O:29])[CH2:20][O:21][CH2:22][CH2:23][Si:24]([CH3:27])([CH3:26])[CH3:25])=[N:9]2)[CH:7]=1.[F:37][C:38]([F:51])([F:50])[CH2:39][O:40][C:41]1[N:42]=[CH:43][C:44]([C:47](O)=[O:48])=[N:45][CH:46]=1.CN(C(ON1N=NC2C=CC=NC1=2)=[N+](C)C)C.F[P-](F)(F)(F)(F)F.CCOC(C)=O.CCCCCCC, predict the reaction product. The product is: [C:31]([O:30][C:28]([N:19]([CH2:20][O:21][CH2:22][CH2:23][Si:24]([CH3:26])([CH3:25])[CH3:27])[C:10]1[S:11][C@:12]2([C:15]([O:17][CH3:18])=[O:16])[C@H:14]([C@:8]([C:6]3[CH:7]=[C:2]([NH:1][C:47]([C:44]4[CH:43]=[N:42][C:41]([O:40][CH2:39][C:38]([F:50])([F:51])[F:37])=[CH:46][N:45]=4)=[O:48])[CH:3]=[CH:4][C:5]=3[F:36])([CH3:35])[N:9]=1)[CH2:13]2)=[O:29])([CH3:32])([CH3:34])[CH3:33].